Dataset: Reaction yield outcomes from USPTO patents with 853,638 reactions. Task: Predict the reaction yield, written as a fraction of the theoretical maximum amount of product (1.0 means a 100% yield; for example, 0.34 means a 34% yield). (1) The reactants are C1(C(C2C=CC=CC=2)[N:8]2[C:16]3[C:11](=[CH:12][CH:13]=[CH:14][CH:15]=3)[C:10]3([C:20]4=[CH:21][C:22]5[O:26][CH2:25][O:24][C:23]=5[CH:27]=[C:19]4[O:18][CH2:17]3)[C:9]2=[O:28])C=CC=CC=1.[H][H]. The catalyst is CCOC(C)=O.C(O)(=O)C.[Pd]. The product is [NH:8]1[C:16]2[C:11](=[CH:12][CH:13]=[CH:14][CH:15]=2)[C:10]2([C:20]3=[CH:21][C:22]4[O:26][CH2:25][O:24][C:23]=4[CH:27]=[C:19]3[O:18][CH2:17]2)[C:9]1=[O:28]. The yield is 0.660. (2) The reactants are Cl[C:2]1[C:11]2[C:6](=[CH:7][CH:8]=[CH:9][CH:10]=2)[N:5]=[C:4]([CH2:12][F:13])[N:3]=1.[CH3:14][O:15][C:16]1[CH:21]=[CH:20][C:19]([NH:22][CH3:23])=[CH:18][CH:17]=1.Cl.C([O-])(O)=O.[Na+]. The catalyst is C(O)(C)C. The product is [F:13][CH2:12][C:4]1[N:3]=[C:2]([N:22]([C:19]2[CH:20]=[CH:21][C:16]([O:15][CH3:14])=[CH:17][CH:18]=2)[CH3:23])[C:11]2[C:6](=[CH:7][CH:8]=[CH:9][CH:10]=2)[N:5]=1. The yield is 0.0950.